This data is from NCI-60 drug combinations with 297,098 pairs across 59 cell lines. The task is: Regression. Given two drug SMILES strings and cell line genomic features, predict the synergy score measuring deviation from expected non-interaction effect. (1) Drug 1: C(CCl)NC(=O)N(CCCl)N=O. Drug 2: COCCOC1=C(C=C2C(=C1)C(=NC=N2)NC3=CC=CC(=C3)C#C)OCCOC.Cl. Cell line: OVCAR-4. Synergy scores: CSS=1.05, Synergy_ZIP=0.141, Synergy_Bliss=4.26, Synergy_Loewe=-1.19, Synergy_HSA=0.0756. (2) Drug 1: C1CN1C2=NC(=NC(=N2)N3CC3)N4CC4. Drug 2: C(=O)(N)NO. Cell line: OVCAR-5. Synergy scores: CSS=28.1, Synergy_ZIP=-0.245, Synergy_Bliss=0.468, Synergy_Loewe=-26.7, Synergy_HSA=-0.458. (3) Drug 1: C1CCN(CC1)CCOC2=CC=C(C=C2)C(=O)C3=C(SC4=C3C=CC(=C4)O)C5=CC=C(C=C5)O. Drug 2: CC1=CC=C(C=C1)C2=CC(=NN2C3=CC=C(C=C3)S(=O)(=O)N)C(F)(F)F. Cell line: EKVX. Synergy scores: CSS=9.93, Synergy_ZIP=-2.67, Synergy_Bliss=1.17, Synergy_Loewe=1.07, Synergy_HSA=0.639. (4) Drug 1: CC1=CC=C(C=C1)C2=CC(=NN2C3=CC=C(C=C3)S(=O)(=O)N)C(F)(F)F. Drug 2: CS(=O)(=O)OCCCCOS(=O)(=O)C. Cell line: LOX IMVI. Synergy scores: CSS=21.0, Synergy_ZIP=-3.76, Synergy_Bliss=0.0671, Synergy_Loewe=4.31, Synergy_HSA=2.51. (5) Drug 1: C(=O)(N)NO. Drug 2: C(CCl)NC(=O)N(CCCl)N=O. Cell line: IGROV1. Synergy scores: CSS=4.84, Synergy_ZIP=-2.67, Synergy_Bliss=-0.743, Synergy_Loewe=0.372, Synergy_HSA=0.623. (6) Cell line: T-47D. Drug 2: COCCOC1=C(C=C2C(=C1)C(=NC=N2)NC3=CC=CC(=C3)C#C)OCCOC.Cl. Drug 1: C(CC(=O)O)C(=O)CN.Cl. Synergy scores: CSS=7.34, Synergy_ZIP=-0.358, Synergy_Bliss=8.24, Synergy_Loewe=1.12, Synergy_HSA=2.03.